Dataset: Full USPTO retrosynthesis dataset with 1.9M reactions from patents (1976-2016). Task: Predict the reactants needed to synthesize the given product. (1) Given the product [C:16]([O:1][CH2:2][C:3]1[CH:12]=[CH:11][C:10]2[C:5](=[CH:6][CH:7]=[CH:8][C:9]=2[N+:13]([O-:15])=[O:14])[N:4]=1)(=[O:18])[CH3:17], predict the reactants needed to synthesize it. The reactants are: [OH:1][CH2:2][C:3]1[CH:12]=[CH:11][C:10]2[C:5](=[CH:6][CH:7]=[CH:8][C:9]=2[N+:13]([O-:15])=[O:14])[N:4]=1.[C:16](OC(=O)C)(=[O:18])[CH3:17].C1(C)C=CC=CC=1.CCCCCC.C(OCC)(=O)C. (2) Given the product [OH:25][CH2:21][CH2:22][N:18]1[C:11]2[N:12]=[C:13]([S:16][CH3:17])[N:14]=[CH:15][C:10]=2[CH:9]=[C:8]([C:3]2[CH:4]=[CH:5][CH:6]=[CH:7][C:2]=2[CH3:1])[C:19]1=[O:20], predict the reactants needed to synthesize it. The reactants are: [CH3:1][C:2]1[CH:7]=[CH:6][CH:5]=[CH:4][C:3]=1[C:8]1[C:19](=[O:20])[NH:18][C:11]2[N:12]=[C:13]([S:16][CH3:17])[N:14]=[CH:15][C:10]=2[CH:9]=1.[CH2:21](Br)[CH3:22].C(=O)([O-])[O-:25].[K+].[K+]. (3) Given the product [CH2:1]([O:8][C:9]1[C:17]2[N:16]=[C:15]([CH3:18])[N:14]([S:29]([C:26]3[CH:27]=[CH:28][C:23]([CH3:22])=[CH:24][CH:25]=3)(=[O:31])=[O:30])[C:13]=2[CH:12]=[C:11]([Br:19])[CH:10]=1)[C:2]1[CH:3]=[CH:4][CH:5]=[CH:6][CH:7]=1, predict the reactants needed to synthesize it. The reactants are: [CH2:1]([O:8][C:9]1[C:17]2[N:16]=[C:15]([CH3:18])[NH:14][C:13]=2[CH:12]=[C:11]([Br:19])[CH:10]=1)[C:2]1[CH:7]=[CH:6][CH:5]=[CH:4][CH:3]=1.[H-].[Na+].[CH3:22][C:23]1[CH:28]=[CH:27][C:26]([S:29](Cl)(=[O:31])=[O:30])=[CH:25][CH:24]=1. (4) Given the product [Si:31]([O:48][CH:49]([CH2:86][F:87])[CH2:50][N:51]1[CH2:56][CH2:55][N:54]([CH2:57][CH2:58][C@@H:59]([NH:68][C:69]2[CH:74]=[CH:73][C:72]([S:75]([NH:78][C:25](=[O:26])[C:24]3[CH:28]=[CH:29][C:21]([N:18]4[CH2:19][CH2:20][CH:15]([C@H:14]([C:9]5[CH:10]=[CH:11][CH:12]=[CH:13][C:8]=5[C:5]5[CH:4]=[CH:3][C:2]([Cl:1])=[CH:7][CH:6]=5)[OH:30])[CH2:16][CH2:17]4)=[CH:22][CH:23]=3)(=[O:77])=[O:76])=[CH:71][C:70]=2[S:79]([C:82]([F:84])([F:83])[F:85])(=[O:80])=[O:81])[CH2:60][S:61][C:62]2[CH:67]=[CH:66][CH:65]=[CH:64][CH:63]=2)[CH2:53][CH2:52]1)([C:44]([CH3:45])([CH3:46])[CH3:47])([C:38]1[CH:39]=[CH:40][CH:41]=[CH:42][CH:43]=1)[C:32]1[CH:37]=[CH:36][CH:35]=[CH:34][CH:33]=1, predict the reactants needed to synthesize it. The reactants are: [Cl:1][C:2]1[CH:7]=[CH:6][C:5]([C:8]2[CH:13]=[CH:12][CH:11]=[CH:10][C:9]=2[C@H:14]([OH:30])[CH:15]2[CH2:20][CH2:19][N:18]([C:21]3[CH:29]=[CH:28][C:24]([C:25](O)=[O:26])=[CH:23][CH:22]=3)[CH2:17][CH2:16]2)=[CH:4][CH:3]=1.[Si:31]([O:48][C@@H:49]([CH2:86][F:87])[CH2:50][N:51]1[CH2:56][CH2:55][N:54]([CH2:57][CH2:58][C@@H:59]([NH:68][C:69]2[CH:74]=[CH:73][C:72]([S:75]([NH2:78])(=[O:77])=[O:76])=[CH:71][C:70]=2[S:79]([C:82]([F:85])([F:84])[F:83])(=[O:81])=[O:80])[CH2:60][S:61][C:62]2[CH:67]=[CH:66][CH:65]=[CH:64][CH:63]=2)[CH2:53][CH2:52]1)([C:44]([CH3:47])([CH3:46])[CH3:45])([C:38]1[CH:43]=[CH:42][CH:41]=[CH:40][CH:39]=1)[C:32]1[CH:37]=[CH:36][CH:35]=[CH:34][CH:33]=1.[Si](O[C@H](CF)CN1CCN(CC[C@@H](NC2C=CC(S(N)(=O)=O)=CC=2S(C(F)(F)F)(=O)=O)CSC2C=CC=CC=2)CC1)(C(C)(C)C)(C1C=CC=CC=1)C1C=CC=CC=1.C(Cl)CCl.